Predict the product of the given reaction. From a dataset of Forward reaction prediction with 1.9M reactions from USPTO patents (1976-2016). The product is: [CH3:21][C:14]1[C:15]([NH2:18])=[CH:16][CH:17]=[C:12]([N:9]2[CH2:10][CH2:11][C@H:7]([N:3]3[CH2:4][CH2:5][CH2:6][C@@H:2]3[CH3:1])[CH2:8]2)[N:13]=1. Given the reactants [CH3:1][C@H:2]1[CH2:6][CH2:5][CH2:4][N:3]1[C@H:7]1[CH2:11][CH2:10][N:9]([C:12]2[CH:17]=[CH:16][C:15]([N+:18]([O-])=O)=[C:14]([CH3:21])[N:13]=2)[CH2:8]1, predict the reaction product.